From a dataset of Full USPTO retrosynthesis dataset with 1.9M reactions from patents (1976-2016). Predict the reactants needed to synthesize the given product. (1) Given the product [CH2:14]([O:13][C:2]1[C:3]([CH3:12])=[CH:4][C:5]2[N:6]([C:8]([NH2:11])=[N:9][N:10]=2)[N:7]=1)[CH3:15], predict the reactants needed to synthesize it. The reactants are: Cl[C:2]1[C:3]([CH3:12])=[CH:4][C:5]2[N:6]([C:8]([NH2:11])=[N:9][N:10]=2)[N:7]=1.[O-:13][CH2:14][CH3:15].[Na+]. (2) The reactants are: [C:1]([C:3]1[CH:4]=[CH:5][C:6]([NH:9][C:10](=[O:16])[O:11][C:12]([CH3:15])([CH3:14])[CH3:13])=[N:7][CH:8]=1)#[CH:2].Br[C:18]1[N:22]([CH2:23][CH2:24][F:25])[C:21]2[CH:26]=[CH:27][CH:28]=[CH:29][C:20]=2[N:19]=1. Given the product [F:25][CH2:24][CH2:23][N:22]1[C:21]2[CH:26]=[CH:27][CH:28]=[CH:29][C:20]=2[N:19]=[C:18]1[C:2]#[C:1][C:3]1[CH:4]=[CH:5][C:6]([NH:9][C:10](=[O:16])[O:11][C:12]([CH3:13])([CH3:15])[CH3:14])=[N:7][CH:8]=1, predict the reactants needed to synthesize it.